From a dataset of Full USPTO retrosynthesis dataset with 1.9M reactions from patents (1976-2016). Predict the reactants needed to synthesize the given product. (1) Given the product [C:13]([C:12]1[CH:16]=[CH:17][C:9]([N:6]2[CH2:5][CH2:4][CH:3]([NH:2][C:27]([N:29]3[CH2:22][CH2:21][N:20]([CH:24]([CH3:26])[CH3:25])[CH2:19][CH2:18]3)=[O:28])[CH2:8][CH2:7]2)=[N:10][CH:11]=1)(=[O:14])[NH2:15], predict the reactants needed to synthesize it. The reactants are: Cl.[NH2:2][CH:3]1[CH2:8][CH2:7][N:6]([C:9]2[CH:17]=[CH:16][C:12]([C:13]([NH2:15])=[O:14])=[CH:11][N:10]=2)[CH2:5][CH2:4]1.[CH3:18][CH2:19][N:20]([CH:24]([CH3:26])[CH3:25])[CH:21](C)[CH3:22].[C:27](N1C=CN=C1)([N:29]1C=CN=C1)=[O:28].C(N1CCNCC1)(C)C. (2) Given the product [F:29][C:2]([F:1])([F:28])[C:3]1[CH:4]=[CH:5][C:6]([N:9]2[C:13]([CH2:14][N:15]3[CH2:20][CH2:19][NH:18][CH2:17][CH2:16]3)=[N:12][N:11]=[N:10]2)=[CH:7][CH:8]=1, predict the reactants needed to synthesize it. The reactants are: [F:1][C:2]([F:29])([F:28])[C:3]1[CH:8]=[CH:7][C:6]([N:9]2[C:13]([CH2:14][N:15]3[CH2:20][CH2:19][N:18](C(OC(C)(C)C)=O)[CH2:17][CH2:16]3)=[N:12][N:11]=[N:10]2)=[CH:5][CH:4]=1.Cl.O1CCOCC1. (3) The reactants are: [CH3:1][C:2]1[CH:7]=[CH:6][CH:5]=[C:4]([CH3:8])[C:3]=1[CH2:9][N:10]1[C:14]([C:15]([O:17][CH3:18])=[O:16])=[CH:13][C:12](OS(C(F)(F)F)(=O)=O)=[N:11]1.[CH3:27][C:28]1([CH3:44])[C:32]([CH3:34])([CH3:33])[O:31][B:30]([B:30]2[O:31][C:32]([CH3:34])([CH3:33])[C:28]([CH3:44])([CH3:27])[O:29]2)[O:29]1.CC([O-])=O.[K+]. Given the product [CH3:1][C:2]1[CH:7]=[CH:6][CH:5]=[C:4]([CH3:8])[C:3]=1[CH2:9][N:10]1[C:14]([C:15]([O:17][CH3:18])=[O:16])=[CH:13][C:12]([B:30]2[O:31][C:32]([CH3:34])([CH3:33])[C:28]([CH3:44])([CH3:27])[O:29]2)=[N:11]1, predict the reactants needed to synthesize it. (4) Given the product [Br:1][C:2]1[C:7]([CH3:8])=[CH:6][C:5]([O:9][CH:12]2[CH2:16][CH2:15][N:14]([CH3:17])[C:13]2=[O:18])=[CH:4][C:3]=1[CH3:10], predict the reactants needed to synthesize it. The reactants are: [Br:1][C:2]1[C:7]([CH3:8])=[CH:6][C:5]([OH:9])=[CH:4][C:3]=1[CH3:10].Br[CH:12]1[CH2:16][CH2:15][N:14]([CH3:17])[C:13]1=[O:18].C([O-])([O-])=O.[K+].[K+]. (5) Given the product [CH2:1]([C@@:4]12[CH2:12][CH2:11][CH2:10][C@@H:9]([C@@H:13]([OH:18])[CH2:14][C:15]([CH3:17])=[CH2:16])[C@@H:8]1[C:7]1([O:19][CH2:20][CH2:21][O:22]1)[CH2:6][CH2:5]2)[CH:2]=[CH2:3], predict the reactants needed to synthesize it. The reactants are: [CH2:1]([C@@:4]12[CH2:12][CH2:11][CH2:10][C@@H:9]([C:13](=[O:18])[CH2:14][C:15]([CH3:17])=[CH2:16])[C@@H:8]1[C:7]1([O:22][CH2:21][CH2:20][O:19]1)[CH2:6][CH2:5]2)[CH:2]=[CH2:3].[H-].[Al+3].[Li+].[H-].[H-].[H-]. (6) Given the product [CH3:24][O:25][C:26]1[CH:32]=[C:31]([O:33][CH3:34])[CH:30]=[CH:29][C:27]=1[NH:28][C:2]1[N:6]([CH2:7][CH2:8][CH2:9][C:10]([O:12][CH2:13][CH3:14])=[O:11])[C:5]2[C:15]([CH:19]([CH2:22][CH3:23])[CH2:20][CH3:21])=[CH:16][CH:17]=[CH:18][C:4]=2[N:3]=1, predict the reactants needed to synthesize it. The reactants are: Cl[C:2]1[N:6]([CH2:7][CH2:8][CH2:9][C:10]([O:12][CH2:13][CH3:14])=[O:11])[C:5]2[C:15]([CH:19]([CH2:22][CH3:23])[CH2:20][CH3:21])=[CH:16][CH:17]=[CH:18][C:4]=2[N:3]=1.[CH3:24][O:25][C:26]1[CH:32]=[C:31]([O:33][CH3:34])[CH:30]=[CH:29][C:27]=1[NH2:28].C(=O)([O-])O.[Na+].